Dataset: Reaction yield outcomes from USPTO patents with 853,638 reactions. Task: Predict the reaction yield, written as a fraction of the theoretical maximum amount of product (1.0 means a 100% yield; for example, 0.34 means a 34% yield). The reactants are O[C:2]1([C:23]2[CH:28]=[CH:27][CH:26]=[CH:25][C:24]=2[O:29][CH3:30])[C:6]2[CH:7]=[C:8]([NH:13][C:14](=[O:20])[CH2:15][C:16]([CH3:19])([CH3:18])[CH3:17])[C:9]([CH3:12])=[C:10]([CH3:11])[C:5]=2[O:4][C:3]1([CH3:22])[CH3:21]. The catalyst is C(OCC)(=O)C.CCCCCC. The product is [CH3:30][O:29][C:24]1[CH:25]=[CH:26][CH:27]=[CH:28][C:23]=1[CH:2]1[C:6]2[CH:7]=[C:8]([NH:13][C:14](=[O:20])[CH2:15][C:16]([CH3:18])([CH3:17])[CH3:19])[C:9]([CH3:12])=[C:10]([CH3:11])[C:5]=2[O:4][C:3]1([CH3:22])[CH3:21]. The yield is 0.820.